This data is from Forward reaction prediction with 1.9M reactions from USPTO patents (1976-2016). The task is: Predict the product of the given reaction. (1) Given the reactants Cl.[CH2:2]([CH:4]1[N:13]([C:14]2[CH:15]=[N:16][N:17](COCC[Si](C)(C)C)[CH:18]=2)[C:12]2[N:11]=[C:10]([N:27]3[CH:31]=[CH:30][N:29]=[C:28]3[C:32]3[CH:37]=[CH:36][C:35]([F:38])=[CH:34][CH:33]=3)[N:9]=[CH:8][C:7]=2[N:6]([CH3:39])[C:5]1=[O:40])[CH3:3], predict the reaction product. The product is: [CH2:2]([CH:4]1[N:13]([C:14]2[CH:15]=[N:16][NH:17][CH:18]=2)[C:12]2[N:11]=[C:10]([N:27]3[CH:31]=[CH:30][N:29]=[C:28]3[C:32]3[CH:37]=[CH:36][C:35]([F:38])=[CH:34][CH:33]=3)[N:9]=[CH:8][C:7]=2[N:6]([CH3:39])[C:5]1=[O:40])[CH3:3]. (2) Given the reactants [CH:1]1([OH:12])[CH:6]([OH:7])[CH:5]([OH:8])[CH:4]([OH:9])[CH:3]([OH:10])[CH:2]1[OH:11].O=C[C@@H]([C@H]([C@@H]([C@@H](C([O-])=O)O)O)O)O.C1(=O)O[C@H](CO)[C@@H](O)[C@H](O)[C@H]1O.C(O)[C@@H](O)[C@@H]1OC(=O)[C@H](O)[C@H]1O.O=C([O-])[C@H]([C@H]([C@@H]([C@H](CO)O)O)O)O, predict the reaction product. The product is: [O:12]=[C:1]1[O:9][C@H:4]([C@H:5]([CH2:6][OH:7])[OH:8])[C:3]([OH:10])=[C:2]1[OH:11]. (3) The product is: [CH3:1][N:2]1[CH2:3][CH2:4][N:5]([CH2:8][C:9]2[CH:14]=[CH:13][C:12]([C:15]([F:18])([F:16])[F:17])=[CH:11][C:10]=2[NH2:19])[CH2:6][CH2:7]1. Given the reactants [CH3:1][N:2]1[CH2:7][CH2:6][N:5]([CH2:8][C:9]2[CH:14]=[CH:13][C:12]([C:15]([F:18])([F:17])[F:16])=[CH:11][C:10]=2[N+:19]([O-])=O)[CH2:4][CH2:3]1, predict the reaction product. (4) The product is: [CH:1]1([CH:6]([N:10]2[CH:14]=[C:13]([C:25]3[C:26]4[CH:33]=[CH:32][N:31]([CH2:34][O:35][CH2:36][CH2:37][Si:38]([CH3:41])([CH3:40])[CH3:39])[C:27]=4[N:28]=[CH:29][N:30]=3)[CH:12]=[N:11]2)[CH2:7][C:8]#[N:9])[CH2:2][CH2:3][CH2:4][CH2:5]1. Given the reactants [CH:1]1([CH:6]([N:10]2[CH:14]=[C:13](B3OC(C)(C)C(C)(C)O3)[CH:12]=[N:11]2)[CH2:7][C:8]#[N:9])[CH2:5][CH2:4][CH2:3][CH2:2]1.Cl[C:25]1[C:26]2[CH:33]=[CH:32][N:31]([CH2:34][O:35][CH2:36][CH2:37][Si:38]([CH3:41])([CH3:40])[CH3:39])[C:27]=2[N:28]=[CH:29][N:30]=1.O1CCOCC1.C(=O)(O)[O-].[Na+], predict the reaction product. (5) Given the reactants Br[C:2]1[N:3]=[CH:4][C:5]([NH:8][C:9](=[O:28])[C@@H:10]([C:17]2[CH:22]=[CH:21][C:20]([S:23]([CH3:26])(=[O:25])=[O:24])=[C:19]([Cl:27])[CH:18]=2)[CH2:11][CH:12]2[CH2:16][CH2:15][CH2:14][CH2:13]2)=[N:6][CH:7]=1.C(N(CC)C(C)C)(C)C.[OH:38][CH2:39][CH2:40][C:41]#[CH:42], predict the reaction product. The product is: [Cl:27][C:19]1[CH:18]=[C:17]([C@@H:10]([CH2:11][CH:12]2[CH2:16][CH2:15][CH2:14][CH2:13]2)[C:9]([NH:8][C:5]2[CH:4]=[N:3][C:2]([C:42]#[C:41][CH2:40][CH2:39][OH:38])=[CH:7][N:6]=2)=[O:28])[CH:22]=[CH:21][C:20]=1[S:23]([CH3:26])(=[O:25])=[O:24]. (6) Given the reactants [C:1]([O:5][C:6](=[O:24])[NH:7][C:8]1[CH:13]=[C:12]([N:14]([CH:16]([CH3:18])[CH3:17])[CH3:15])[C:11]([C:19]([F:22])([F:21])[F:20])=[CH:10][C:9]=1[NH2:23])([CH3:4])([CH3:3])[CH3:2].C([O:29][C:30](=O)[CH2:31][C:32]([C:34]1[CH:39]=[CH:38][N:37]=[C:36]([C:40]#[N:41])[CH:35]=1)=[O:33])(C)(C)C, predict the reaction product. The product is: [C:1]([O:5][C:6](=[O:24])[NH:7][C:8]1[CH:13]=[C:12]([N:14]([CH:16]([CH3:17])[CH3:18])[CH3:15])[C:11]([C:19]([F:22])([F:21])[F:20])=[CH:10][C:9]=1[NH:23][C:30](=[O:29])[CH2:31][C:32]([C:34]1[CH:39]=[CH:38][N:37]=[C:36]([C:40]#[N:41])[CH:35]=1)=[O:33])([CH3:3])([CH3:4])[CH3:2].